Dataset: Forward reaction prediction with 1.9M reactions from USPTO patents (1976-2016). Task: Predict the product of the given reaction. Given the reactants [OH:1][C:2]1[NH:6][N:5]=[C:4]([C:7]([O:9][CH2:10][CH3:11])=[O:8])[CH:3]=1.C(=O)([O-])[O-].[K+].[K+].Br[CH2:19][CH2:20]Br, predict the reaction product. The product is: [O:1]1[CH2:20][CH2:19][N:6]2[N:5]=[C:4]([C:7]([O:9][CH2:10][CH3:11])=[O:8])[CH:3]=[C:2]12.